This data is from Experimentally validated miRNA-target interactions with 360,000+ pairs, plus equal number of negative samples. The task is: Binary Classification. Given a miRNA mature sequence and a target amino acid sequence, predict their likelihood of interaction. The miRNA is mmu-miR-425-5p with sequence AAUGACACGAUCACUCCCGUUGA. The protein sequence of the target gene is MDEADRQLLRRCRVRLVSELQVAELWDALLSRELFTRDMIEDIQQAGSGSRRDQARQLVTDLETRGRQALPLFISCLEDTGQGTLASLLQSGRQAAKQDPEAVKPLDHLVPVVLGPMGLTAKEQRVVKLDPSQPAVGNLTPVVLGPEELWPARLKPEVLRPETPRPVDIGSGGAHDVCVPGKIRGHADMAYTLDSDPCGHCLIINNVNFCPSSGLGTRTGSNLDRDKLEHRFRWLRFMVEVKNDLTAKKMVTALMEMAHRNHRALDCFVVVILSHGCQASHLQFPGAVYGTDGCSVSIEK.... Result: 1 (interaction).